Dataset: Full USPTO retrosynthesis dataset with 1.9M reactions from patents (1976-2016). Task: Predict the reactants needed to synthesize the given product. Given the product [C:32]1([NH:31][C:34]([N:27]2[CH2:26][CH2:25][CH:24]([C:10]3[CH:11]=[C:12]([F:23])[C:13]([O:15][CH2:16][C:17]4[CH:18]=[CH:19][CH:20]=[CH:21][CH:22]=4)=[CH:14][C:9]=3[O:8][CH2:1][C:2]3[CH:7]=[CH:6][CH:5]=[CH:4][CH:3]=3)[CH2:29][CH2:28]2)=[O:35])[CH:4]=[CH:3][CH:2]=[CH:1][CH:33]=1, predict the reactants needed to synthesize it. The reactants are: [CH2:1]([O:8][C:9]1[CH:14]=[C:13]([O:15][CH2:16][C:17]2[CH:22]=[CH:21][CH:20]=[CH:19][CH:18]=2)[C:12]([F:23])=[CH:11][C:10]=1[CH:24]1[CH2:29][CH2:28][NH:27][CH2:26][CH2:25]1)[C:2]1[CH:7]=[CH:6][CH:5]=[CH:4][CH:3]=1.C[N:31]([CH3:34])[CH2:32][CH3:33].[OH2:35].